Task: Predict the product of the given reaction.. Dataset: Forward reaction prediction with 1.9M reactions from USPTO patents (1976-2016) (1) Given the reactants [CH3:1][S:2]([C:5]1[CH:6]=[C:7]2[C:11](=[CH:12][CH:13]=1)[NH:10][C:9](=[O:14])[CH2:8]2)(=[O:4])=[O:3].[Cl:15][C:16]1[CH:21]=[CH:20][C:19]([S:22]([C:25]2[C:26]([CH2:33][CH2:34][C:35]([OH:37])=[O:36])=[C:27]([CH:31]=O)[NH:28][C:29]=2[CH3:30])(=[O:24])=[O:23])=[CH:18][CH:17]=1.N1CCCCC1, predict the reaction product. The product is: [Cl:15][C:16]1[CH:17]=[CH:18][C:19]([S:22]([C:25]2[C:26]([CH2:33][CH2:34][C:35]([OH:37])=[O:36])=[C:27](/[CH:31]=[C:8]3\[C:9](=[O:14])[NH:10][C:11]4[C:7]\3=[CH:6][C:5]([S:2]([CH3:1])(=[O:4])=[O:3])=[CH:13][CH:12]=4)[NH:28][C:29]=2[CH3:30])(=[O:23])=[O:24])=[CH:20][CH:21]=1. (2) The product is: [C:23]([NH:26][C:27]1[CH:32]=[CH:31][N:30]([C:19]2[CH:20]=[CH:21][C:16]([N:14]3[CH:15]=[C:11]([CH2:10][NH:9][C:7]([C:5]4[S:6][C:2]([Cl:1])=[CH:3][CH:4]=4)=[O:8])[N:12]=[CH:13]3)=[CH:17][CH:18]=2)[C:29](=[O:33])[N:28]=1)(=[O:25])[CH3:24]. Given the reactants [Cl:1][C:2]1[S:6][C:5]([C:7]([NH:9][CH2:10][C:11]2[N:12]=[CH:13][N:14]([C:16]3[CH:21]=[CH:20][C:19](I)=[CH:18][CH:17]=3)[CH:15]=2)=[O:8])=[CH:4][CH:3]=1.[C:23]([NH:26][C:27]1[CH:32]=[CH:31][NH:30][C:29](=[O:33])[N:28]=1)(=[O:25])[CH3:24].OC1C=CC=C2C=1N=CC=C2.C([O-])([O-])=O.[K+].[K+], predict the reaction product. (3) Given the reactants CS(C)=O.C(Cl)(=O)C(Cl)=O.[C:11]([C:13]1[C:23]2[O:22][CH2:21][CH2:20][N:19]([C:24]([O:26][C:27]([CH3:30])([CH3:29])[CH3:28])=[O:25])[CH:18]([CH2:31][CH2:32][OH:33])[C:17]=2[CH:16]=[CH:15][CH:14]=1)#[N:12].C(N(CC)CC)C, predict the reaction product. The product is: [C:11]([C:13]1[C:23]2[O:22][CH2:21][CH2:20][N:19]([C:24]([O:26][C:27]([CH3:28])([CH3:29])[CH3:30])=[O:25])[CH:18]([CH2:31][CH:32]=[O:33])[C:17]=2[CH:16]=[CH:15][CH:14]=1)#[N:12]. (4) Given the reactants [CH3:1][CH:2]1[CH2:7][CH2:6][CH:5]([NH2:8])[CH2:4][CH2:3]1.Cl[C:10](OC1C=CC([N+]([O-])=O)=CC=1)=[O:11].C(N(C(C)C)CC)(C)C.[Cl:31][C:32]1[CH:41]=[C:40]2[C:35]([C:36]([N:42]3[CH2:47][CH2:46][NH:45][CH2:44][CH2:43]3)=[CH:37][CH:38]=[N:39]2)=[CH:34][CH:33]=1, predict the reaction product. The product is: [Cl:31][C:32]1[CH:41]=[C:40]2[C:35]([C:36]([N:42]3[CH2:47][CH2:46][N:45]([C:10]([NH:8][CH:5]4[CH2:6][CH2:7][CH:2]([CH3:1])[CH2:3][CH2:4]4)=[O:11])[CH2:44][CH2:43]3)=[CH:37][CH:38]=[N:39]2)=[CH:34][CH:33]=1. (5) Given the reactants C(OC([N:8]1[CH2:13][CH2:12][N:11]([CH2:14][C:15]2[CH:24]=[C:23]3[C:18]([C:19](Cl)=[N:20][CH:21]=[N:22]3)=[CH:17][CH:16]=2)[C:10](=[O:26])[CH2:9]1)=O)(C)(C)C.[NH3:27].C(O)(=O)C, predict the reaction product. The product is: [NH2:27][C:19]1[C:18]2[C:23](=[CH:24][C:15]([CH2:14][N:11]3[CH2:12][CH2:13][NH:8][CH2:9][C:10]3=[O:26])=[CH:16][CH:17]=2)[N:22]=[CH:21][N:20]=1. (6) Given the reactants [N+:1]([C:4]1[CH:9]=[CH:8][CH:7]=[C:6]([Cl:10])[C:5]=1[C:11]1[CH:16]=[CH:15][CH:14]=[CH:13][CH:12]=1)([O-])=O.P(OCC)(OCC)OCC, predict the reaction product. The product is: [Cl:10][C:6]1[C:5]2[C:11]3[C:16](=[CH:15][CH:14]=[CH:13][CH:12]=3)[NH:1][C:4]=2[CH:9]=[CH:8][CH:7]=1.